From a dataset of Catalyst prediction with 721,799 reactions and 888 catalyst types from USPTO. Predict which catalyst facilitates the given reaction. (1) Reactant: C(OC([N:11]1[CH2:20][CH2:19][C:14]2([O:18][CH2:17][CH2:16][O:15]2)[CH:13]([F:21])[CH2:12]1)=O)C1C=CC=CC=1. Product: [F:21][CH:13]1[CH2:12][NH:11][CH2:20][CH2:19][C:14]21[O:18][CH2:17][CH2:16][O:15]2. The catalyst class is: 45. (2) Reactant: Br[CH2:2][C:3]([C:5]1[S:9][C:8]([NH:10][C:11](=[O:13])[CH3:12])=[N:7][C:6]=1[CH3:14])=O.Br.BrCC(C1SC(NC(=O)C)=NC=1C)=O.C(N(CC)CC)C.[C:37]([CH2:39][C:40]([NH2:42])=[S:41])#[N:38]. Product: [C:37]([CH2:39][C:40]1[S:41][CH:2]=[C:3]([C:5]2[S:9][C:8]([NH:10][C:11](=[O:13])[CH3:12])=[N:7][C:6]=2[CH3:14])[N:42]=1)#[N:38]. The catalyst class is: 14. (3) Reactant: F[C:2]1[CH:7]=[CH:6][C:5]([N+:8]([O-:10])=[O:9])=[CH:4][CH:3]=1.[N:11]1([C:16]2[CH:21]=[CH:20][C:19]([OH:22])=[CH:18][CH:17]=2)[CH:15]=[N:14][CH:13]=[N:12]1.C(=O)([O-])[O-].[K+].[K+]. The catalyst class is: 3. Product: [N+:8]([C:5]1[CH:6]=[CH:7][C:2]([O:22][C:19]2[CH:18]=[CH:17][C:16]([N:11]3[CH:15]=[N:14][CH:13]=[N:12]3)=[CH:21][CH:20]=2)=[CH:3][CH:4]=1)([O-:10])=[O:9]. (4) Reactant: [CH3:1][C:2]1[S:6][C:5]2[NH:7][C:8]3[CH:9]=[CH:10][CH:11]=[CH:12][C:13]=3[N:14]=[C:15]([N:16]3[CH2:21][CH2:20][N:19]([CH3:22])[CH2:18][CH2:17]3)[C:4]=2[CH:3]=1.[CH2:23]([S:25]([OH:28])(=[O:27])=[O:26])[CH3:24]. Product: [CH3:1][C:2]1[S:6][C:5]2[NH:7][C:8]3[CH:9]=[CH:10][CH:11]=[CH:12][C:13]=3[N:14]=[C:15]([N:16]3[CH2:17][CH2:18][N:19]([CH3:22])[CH2:20][CH2:21]3)[C:4]=2[CH:3]=1.[S:25]([CH2:23][CH3:24])([O-:28])(=[O:27])=[O:26]. The catalyst class is: 21. (5) Reactant: CN(OC)C(=O)[C:4]1[CH:9]=[CH:8][C:7]([O:10][CH3:11])=[C:6]([CH3:12])[CH:5]=1.[C:16](O)(=[O:23])[C:17]1[CH:22]=[CH:21][CH:20]=[CH:19][CH:18]=1.C1([Mg]Br)C=CC=CC=1.CCOCC. Product: [CH3:12][C:6]1[CH:5]=[CH:4][C:9]([C:16]([C:17]2[CH:22]=[CH:21][CH:20]=[CH:19][CH:18]=2)=[O:23])=[CH:8][C:7]=1[O:10][CH3:11]. The catalyst class is: 1. (6) Reactant: [F:1][C:2]1[CH:7]=[C:6]([N+:8]([O-:10])=[O:9])[CH:5]=[CH:4][C:3]=1[CH:11]1[CH2:16][CH2:15][CH:14]([OH:17])[CH2:13][CH2:12]1.N1C=CN=C1.[Si:23](Cl)([C:26]([CH3:29])([CH3:28])[CH3:27])([CH3:25])[CH3:24]. Product: [C:26]([Si:23]([O:17][CH:14]1[CH2:15][CH2:16][CH:11]([C:3]2[CH:4]=[CH:5][C:6]([N+:8]([O-:10])=[O:9])=[CH:7][C:2]=2[F:1])[CH2:12][CH2:13]1)([CH3:25])[CH3:24])([CH3:29])([CH3:28])[CH3:27]. The catalyst class is: 3. (7) Reactant: [CH:1]1[C:13]2[NH:12][C:11]3[C:6](=[CH:7][CH:8]=[CH:9][CH:10]=3)[C:5]=2[CH:4]=[CH:3][CH:2]=1.[H-].[Na+].Br[CH2:17][CH2:18][CH2:19][CH2:20][CH2:21][CH3:22].O. Product: [CH2:17]([N:12]1[C:11]2[CH:10]=[CH:9][CH:8]=[CH:7][C:6]=2[C:5]2[C:13]1=[CH:1][CH:2]=[CH:3][CH:4]=2)[CH2:18][CH2:19][CH2:20][CH2:21][CH3:22]. The catalyst class is: 80.